From a dataset of Catalyst prediction with 721,799 reactions and 888 catalyst types from USPTO. Predict which catalyst facilitates the given reaction. Reactant: [S:1]1[CH:5]=[CH:4][CH:3]=[C:2]1[S:6]([NH:9][C:10]1[CH:11]=[CH:12][CH:13]=[C:14]2[C:18]=1[NH:17][C:16]([C:19]1[S:20][CH:21]=[C:22]([C:24]([O:26]CC)=[O:25])[N:23]=1)=[CH:15]2)(=[O:8])=[O:7].[OH-].[Na+].O1CCCC1. Product: [S:1]1[CH:5]=[CH:4][CH:3]=[C:2]1[S:6]([NH:9][C:10]1[CH:11]=[CH:12][CH:13]=[C:14]2[C:18]=1[NH:17][C:16]([C:19]1[S:20][CH:21]=[C:22]([C:24]([OH:26])=[O:25])[N:23]=1)=[CH:15]2)(=[O:8])=[O:7]. The catalyst class is: 5.